This data is from Reaction yield outcomes from USPTO patents with 853,638 reactions. The task is: Predict the reaction yield, written as a fraction of the theoretical maximum amount of product (1.0 means a 100% yield; for example, 0.34 means a 34% yield). (1) The reactants are [Na].Cl.[N:3]1[CH:8]=[CH:7][C:6]([CH2:9][C:10]#[N:11])=[CH:5][CH:4]=1.[O:12]1[CH:16]=[CH:15][CH:14]=[C:13]1[CH:17]=O.Cl.[NH2:20][C:21]([NH2:23])=[NH:22]. The catalyst is C(O)C. The product is [O:12]1[CH:16]=[CH:15][CH:14]=[C:13]1[C:17]1[N:20]=[C:21]([NH2:23])[N:22]=[C:10]([NH2:11])[C:9]=1[C:6]1[CH:7]=[CH:8][N:3]=[CH:4][CH:5]=1. The yield is 0.210. (2) The reactants are [F:1][C:2]([F:20])([C:8]1[CH:13]=[CH:12][C:11]([O:14][C:15]([F:18])([F:17])[F:16])=[CH:10][C:9]=1[F:19])[C:3]([O:5]CC)=[O:4].O1CCCC1.CO.O.[OH-].[Li+]. The catalyst is O. The product is [F:20][C:2]([F:1])([C:8]1[CH:13]=[CH:12][C:11]([O:14][C:15]([F:16])([F:17])[F:18])=[CH:10][C:9]=1[F:19])[C:3]([OH:5])=[O:4]. The yield is 0.620. (3) The catalyst is C1COCC1.C(Cl)Cl.CO. The product is [P:23]([O:25][CH2:26][C:27]1[CH:32]=[CH:31][CH:30]=[CH:29][CH:28]=1)([O:33][CH2:34][C:35]1[CH:40]=[CH:39][CH:38]=[CH:37][CH:36]=1)([O:41][CH2:3][O:4][C:5]1[CH:10]=[CH:9][C:8]([NH:11][C:12](=[O:14])[CH3:13])=[CH:7][CH:6]=1)=[O:24]. The yield is 0.600. The reactants are CS[CH2:3][O:4][C:5]1[CH:10]=[CH:9][C:8]([NH:11][C:12](=[O:14])[CH3:13])=[CH:7][CH:6]=1.IN1C(=O)CCC1=O.[P:23]([O-:41])([O:33][CH2:34][C:35]1[CH:40]=[CH:39][CH:38]=[CH:37][CH:36]=1)([O:25][CH2:26][C:27]1[CH:32]=[CH:31][CH:30]=[CH:29][CH:28]=1)=[O:24]. (4) The reactants are [O:1]=[C:2]1[N:6]([C:7]2[CH:14]=[CH:13][C:10]([C:11]#[N:12])=[C:9]([C:15]([F:18])([F:17])[F:16])[CH:8]=2)[C@@H:5]2[CH2:19][O:20][CH2:21][CH2:22][C@H:4]2[NH:3]1.Br[C:24]1[CH:29]=[CH:28][N:27]=[C:26]([CH3:30])[CH:25]=1. No catalyst specified. The product is [CH3:30][C:26]1[CH:25]=[C:24]([N:3]2[C@@H:4]3[CH2:22][CH2:21][O:20][CH2:19][C@H:5]3[N:6]([C:7]3[CH:14]=[CH:13][C:10]([C:11]#[N:12])=[C:9]([C:15]([F:18])([F:16])[F:17])[CH:8]=3)[C:2]2=[O:1])[CH:29]=[CH:28][N:27]=1. The yield is 0.115.